From a dataset of Forward reaction prediction with 1.9M reactions from USPTO patents (1976-2016). Predict the product of the given reaction. (1) Given the reactants [CH2:1]([N:3]1[CH2:8][CH2:7][C:6](=[O:9])[CH2:5][CH2:4]1)[CH3:2].[CH3:10][I:11], predict the reaction product. The product is: [I-:11].[CH2:1]([N+:3]1([CH3:10])[CH2:8][CH2:7][C:6](=[O:9])[CH2:5][CH2:4]1)[CH3:2]. (2) Given the reactants [C:1](Cl)(=[O:5])[C:2](Cl)=O.CS(C)=O.OCCC[CH2:15][CH2:16][CH2:17][CH2:18][CH2:19][CH2:20][CH2:21][CH2:22][C:23]([O:25][CH3:26])=[O:24].C(N(CC)CC)C, predict the reaction product. The product is: [C:23]([O:25][CH3:26])(=[O:24])[CH2:22][CH2:21][CH2:20][CH2:19][CH2:18][CH2:17][CH2:16][CH2:15][CH2:2][CH2:1][OH:5]. (3) Given the reactants [Br:1][C:2]1[C:10]([C:11]([C:13]2[CH:18]=[CH:17][C:16]([O:19][CH3:20])=[CH:15][CH:14]=2)=O)=[CH:9][C:8]([Br:21])=[C:7]2[C:3]=1[CH2:4][CH2:5][CH2:6]2.C([SiH](CC)CC)C.B(F)(F)F.CCOCC.C([O-])([O-])=O.[K+].[K+], predict the reaction product. The product is: [Br:1][C:2]1[C:10]([CH2:11][C:13]2[CH:18]=[CH:17][C:16]([O:19][CH3:20])=[CH:15][CH:14]=2)=[CH:9][C:8]([Br:21])=[C:7]2[C:3]=1[CH2:4][CH2:5][CH2:6]2. (4) Given the reactants Br[C:2]1[CH:7]=[CH:6][C:5]([C:8]([N:10]2[CH2:15][CH2:14][N:13]([C:16]3[C:21]([CH3:22])=[CH:20][C:19]([CH:23]4[CH2:25][CH2:24]4)=[CH:18][N:17]=3)[CH2:12][CH2:11]2)=[O:9])=[C:4]([CH3:26])[CH:3]=1.[O:27]=[C:28]1[NH:32][C@H:31]([CH2:33][O:34]C(=O)C2C=CC=CC=2)[CH2:30][O:29]1, predict the reaction product. The product is: [CH:23]1([C:19]2[CH:20]=[C:21]([CH3:22])[C:16]([N:13]3[CH2:14][CH2:15][N:10]([C:8]([C:5]4[CH:6]=[CH:7][C:2]([N:32]5[C@H:31]([CH2:33][OH:34])[CH2:30][O:29][C:28]5=[O:27])=[CH:3][C:4]=4[CH3:26])=[O:9])[CH2:11][CH2:12]3)=[N:17][CH:18]=2)[CH2:25][CH2:24]1. (5) Given the reactants [NH:1]([C:31]([O:33][CH2:34][C:35]1[CH:40]=[CH:39][CH:38]=[CH:37][CH:36]=1)=[O:32])[C@H:2]([C:6]([NH:8][C@H:9]([C:13]([N:15]([CH3:30])[C@H:16]([C:20](N1CCC[C@H]1C(O)=O)=[O:21])[CH:17]([CH3:19])[CH3:18])=[O:14])[CH:10]([CH3:12])[CH3:11])=[O:7])[CH:3]([CH3:5])[CH3:4].[NH:41]1[CH2:51][CH2:50][CH2:49][C@H:42]1[C:43]([NH:45][CH:46]([CH3:48])[CH3:47])=[O:44].CN1CC[O:56]CC1.C1C=C[C:62]2N(O)N=[N:65][C:63]=2[CH:64]=1.CCN=C=NC[CH2:75][CH2:76]N(C)C, predict the reaction product. The product is: [NH:1]([C:31]([O:33][CH2:34][C:35]1[CH:40]=[CH:39][CH:38]=[CH:37][CH:36]=1)=[O:32])[C@H:2]([C:6]([NH:8][C@H:9]([C:13]([N:15]([CH3:30])[C@H:16]([C:20]([N:41]1[CH2:51][CH2:50][CH2:49][C@H:42]1[C:43]([N:45]1[CH2:76][CH2:75][CH2:48][C@H:46]1[C:47]([NH:65][CH:63]([CH3:64])[CH3:62])=[O:56])=[O:44])=[O:21])[CH:17]([CH3:19])[CH3:18])=[O:14])[CH:10]([CH3:11])[CH3:12])=[O:7])[CH:3]([CH3:4])[CH3:5].